This data is from Catalyst prediction with 721,799 reactions and 888 catalyst types from USPTO. The task is: Predict which catalyst facilitates the given reaction. (1) Reactant: [CH3:1][C:2]([OH:6])([C:4]#[CH:5])[CH3:3].[Li]CCCC.[CH2:12]([O:19][C:20]1[CH:27]=[CH:26][C:23]([CH:24]=[O:25])=[CH:22][CH:21]=1)[C:13]1[CH:18]=[CH:17][CH:16]=[CH:15][CH:14]=1. Product: [CH2:12]([O:19][C:20]1[CH:21]=[CH:22][C:23]([CH:24]([OH:25])[C:5]#[C:4][C:2]([CH3:3])([OH:6])[CH3:1])=[CH:26][CH:27]=1)[C:13]1[CH:14]=[CH:15][CH:16]=[CH:17][CH:18]=1. The catalyst class is: 1. (2) Reactant: [NH2:1][C:2]1[C:7]([C:8]#[N:9])=[C:6]([C:10]2[CH:15]=[CH:14][C:13]([O:16][CH2:17][CH2:18][O:19][CH3:20])=[CH:12][CH:11]=2)[C:5]([C:21]#[N:22])=[C:4]([SH:23])[N:3]=1.C(=O)(O)[O-].[Na+].Cl[CH2:30][C:31]1[N:32]=[C:33]([C:36]2[CH:41]=[CH:40][CH:39]=[CH:38][N:37]=2)[S:34][CH:35]=1.O. Product: [NH2:1][C:2]1[C:7]([C:8]#[N:9])=[C:6]([C:10]2[CH:11]=[CH:12][C:13]([O:16][CH2:17][CH2:18][O:19][CH3:20])=[CH:14][CH:15]=2)[C:5]([C:21]#[N:22])=[C:4]([S:23][CH2:30][C:31]2[N:32]=[C:33]([C:36]3[CH:41]=[CH:40][CH:39]=[CH:38][N:37]=3)[S:34][CH:35]=2)[N:3]=1. The catalyst class is: 3. (3) Reactant: [C:1]([O:5][C:6](=[O:20])[NH:7][C@H:8]([C:17](F)=[O:18])[C@H:9]([C:11]1[CH:16]=[CH:15][CH:14]=[CH:13][CH:12]=1)[CH3:10])([CH3:4])([CH3:3])[CH3:2].[NH2:21][C:22]1[S:23][CH:24]=[C:25]([C:27](=[O:29])[CH3:28])[N:26]=1.CN1CCOCC1. Product: [C:1]([O:5][C:6](=[O:20])[NH:7][C@H:8]([C:17](=[O:18])[NH:21][C:22]1[S:23][CH:24]=[C:25]([C:27](=[O:29])[CH3:28])[N:26]=1)[C@H:9]([C:11]1[CH:16]=[CH:15][CH:14]=[CH:13][CH:12]=1)[CH3:10])([CH3:4])([CH3:3])[CH3:2]. The catalyst class is: 54. (4) The catalyst class is: 2. Reactant: [C:1]1([CH2:6][OH:7])([CH2:4][OH:5])[CH2:3][CH2:2]1.[CH3:8][S:9](Cl)(=[O:11])=[O:10]. Product: [CH3:8][S:9]([O:5][CH2:4][C:1]1([CH2:6][OH:7])[CH2:3][CH2:2]1)(=[O:11])=[O:10]. (5) Reactant: [C:1]1(=[O:7])[O:6][C:4](=[O:5])[CH2:3][CH2:2]1.[C:8]([OH:16])(=[O:15])[C:9]1[CH:14]=[CH:13][CH:12]=[CH:11][CH:10]=1. Product: [C:8]([OH:16])(=[O:15])[C:9]1[CH:14]=[CH:13][CH:12]=[CH:11][CH:10]=1.[C:1]([OH:6])(=[O:7])[CH2:2][CH2:3][C:4]([OH:15])=[O:5]. The catalyst class is: 673. (6) Product: [CH3:1][O:2][C:3]1[CH:8]=[CH:7][C:6]([C@H:9](/[CH:10]=[CH:11]/[CH3:12])[CH2:16][C:15]([O:17][CH2:18][CH3:19])=[O:20])=[C:5]([CH3:14])[CH:4]=1. The catalyst class is: 796. Reactant: [CH3:1][O:2][C:3]1[CH:8]=[CH:7][C:6](/[CH:9]=[CH:10]/[C@@H:11](O)[CH3:12])=[C:5]([CH3:14])[CH:4]=1.[C:15](OCC)([O:20]CC)([O:17][CH2:18][CH3:19])[CH3:16]. (7) Reactant: [C:1]([O:7][CH2:8][CH:9]=[CH2:10])(=[O:6])[CH2:2][C:3]([CH3:5])=O.[C:11]([C:13]1[CH:20]=[CH:19][C:16]([CH:17]=O)=[C:15]([N+:21]([O-:23])=[O:22])[CH:14]=1)#[N:12].[F:24][C:25]([F:37])([F:36])[C:26]1[CH:27]=[C:28]([NH:32][C:33]([NH2:35])=[O:34])[CH:29]=[CH:30][CH:31]=1.P(OCC)(OCC)(OCC)=O. Product: [CH2:8]([O:7][C:1]([C:2]1[CH:17]([C:16]2[CH:19]=[CH:20][C:13]([C:11]#[N:12])=[CH:14][C:15]=2[N+:21]([O-:23])=[O:22])[NH:35][C:33](=[O:34])[N:32]([C:28]2[CH:29]=[CH:30][CH:31]=[C:26]([C:25]([F:36])([F:37])[F:24])[CH:27]=2)[C:3]=1[CH3:5])=[O:6])[CH:9]=[CH2:10]. The catalyst class is: 56.